This data is from NCI-60 drug combinations with 297,098 pairs across 59 cell lines. The task is: Regression. Given two drug SMILES strings and cell line genomic features, predict the synergy score measuring deviation from expected non-interaction effect. (1) Drug 1: CC12CCC3C(C1CCC2=O)CC(=C)C4=CC(=O)C=CC34C. Drug 2: C1=NNC2=C1C(=O)NC=N2. Cell line: NCI-H226. Synergy scores: CSS=30.8, Synergy_ZIP=-5.44, Synergy_Bliss=1.21, Synergy_Loewe=-5.64, Synergy_HSA=-0.454. (2) Drug 1: CC(C1=C(C=CC(=C1Cl)F)Cl)OC2=C(N=CC(=C2)C3=CN(N=C3)C4CCNCC4)N. Drug 2: C1=CN(C(=O)N=C1N)C2C(C(C(O2)CO)O)O.Cl. Cell line: 786-0. Synergy scores: CSS=33.7, Synergy_ZIP=0.584, Synergy_Bliss=5.81, Synergy_Loewe=-19.6, Synergy_HSA=6.27.